Predict the product of the given reaction. From a dataset of Forward reaction prediction with 1.9M reactions from USPTO patents (1976-2016). (1) Given the reactants C[O:2][C:3](=[O:41])[C:4]1[CH:9]=[CH:8][CH:7]=[C:6]([O:10][C:11]2[S:15][C:14]([NH:16][C:17](=[O:40])[CH:18]([C:26]3[CH:27]=[N:28][C:29]([S:32]([CH:35]4[CH2:39][CH2:38][CH2:37][CH2:36]4)(=[O:34])=[O:33])=[CH:30][CH:31]=3)[O:19][CH:20]3[CH2:25][CH2:24][O:23][CH2:22][CH2:21]3)=[N:13][CH:12]=2)[CH:5]=1.[Li+].[OH-], predict the reaction product. The product is: [CH:35]1([S:32]([C:29]2[N:28]=[CH:27][C:26]([CH:18]([O:19][CH:20]3[CH2:21][CH2:22][O:23][CH2:24][CH2:25]3)[C:17]([NH:16][C:14]3[S:15][C:11]([O:10][C:6]4[CH:5]=[C:4]([CH:9]=[CH:8][CH:7]=4)[C:3]([OH:41])=[O:2])=[CH:12][N:13]=3)=[O:40])=[CH:31][CH:30]=2)(=[O:33])=[O:34])[CH2:36][CH2:37][CH2:38][CH2:39]1. (2) Given the reactants CON(C)[C:4]([C:6]1[N:7]([C:12]2[CH:17]=[CH:16][CH:15]=[CH:14][CH:13]=2)[N:8]=[C:9]([CH3:11])[CH:10]=1)=[O:5].[H-].[Al+3].[Li+].[H-].[H-].[H-].S([O-])(O)(=O)=O.[Na+], predict the reaction product. The product is: [CH3:11][C:9]1[CH:10]=[C:6]([CH:4]=[O:5])[N:7]([C:12]2[CH:17]=[CH:16][CH:15]=[CH:14][CH:13]=2)[N:8]=1.